From a dataset of Full USPTO retrosynthesis dataset with 1.9M reactions from patents (1976-2016). Predict the reactants needed to synthesize the given product. (1) Given the product [CH:22]1([CH2:25][O:26][C:27]2[C:34]([O:35][CH3:36])=[CH:33][CH:32]=[CH:31][C:28]=2/[CH:29]=[CH:20]/[C:11]2[N:12]=[C:13]3[S:19][CH:18]=[CH:17][N:14]3[C:15](=[O:16])[C:10]=2[C:7]2[CH:8]=[CH:9][C:4]([O:3][CH:2]([F:1])[F:21])=[CH:5][CH:6]=2)[CH2:23][CH2:24]1, predict the reactants needed to synthesize it. The reactants are: [F:1][CH:2]([F:21])[O:3][C:4]1[CH:9]=[CH:8][C:7]([C:10]2[C:15](=[O:16])[N:14]3[CH:17]=[CH:18][S:19][C:13]3=[N:12][C:11]=2[CH3:20])=[CH:6][CH:5]=1.[CH:22]1([CH2:25][O:26][C:27]2[C:34]([O:35][CH3:36])=[CH:33][CH:32]=[CH:31][C:28]=2[CH:29]=O)[CH2:24][CH2:23]1.[O-]CC.[Na+]. (2) Given the product [CH3:31][O:30][C:25]1[CH:24]=[C:22]([CH:21]=[C:20]([O:19][CH3:17])[C:26]=1[CH3:1])[NH2:23], predict the reactants needed to synthesize it. The reactants are: [CH2:1](OC1C=C(I)C=C(OCC)C=1OCC)C.[CH2:17]([O:19][C:20]1[CH:21]=[C:22]([CH:24]=[C:25]([O:30][CH2:31]C)[C:26]=1OCC)[NH2:23])C. (3) The reactants are: C(OC(N1C2[C:11](=[CH:12][C:13]([C:17](C)([CH3:24])[O:18][SiH2]C(C)(C)C)=CC=2)C=C1)=O)(C)(C)C.[Si:26](Cl)([C:29]([CH3:32])([CH3:31])[CH3:30])([CH3:28])[CH3:27].N1[CH:38]=[CH:37][N:36]=[CH:35]1. Given the product [C:29]([Si:26]([CH3:28])([CH3:27])[O:18][C:17]1[CH:13]=[C:12]2[C:37](=[CH:38][CH:24]=1)[NH:36][CH:35]=[CH:11]2)([CH3:32])([CH3:31])[CH3:30], predict the reactants needed to synthesize it.